Dataset: NCI-60 drug combinations with 297,098 pairs across 59 cell lines. Task: Regression. Given two drug SMILES strings and cell line genomic features, predict the synergy score measuring deviation from expected non-interaction effect. (1) Drug 1: CCC1(CC2CC(C3=C(CCN(C2)C1)C4=CC=CC=C4N3)(C5=C(C=C6C(=C5)C78CCN9C7C(C=CC9)(C(C(C8N6C=O)(C(=O)OC)O)OC(=O)C)CC)OC)C(=O)OC)O.OS(=O)(=O)O. Drug 2: CC1=C2C(C(=O)C3(C(CC4C(C3C(C(C2(C)C)(CC1OC(=O)C(C(C5=CC=CC=C5)NC(=O)OC(C)(C)C)O)O)OC(=O)C6=CC=CC=C6)(CO4)OC(=O)C)O)C)O. Cell line: HS 578T. Synergy scores: CSS=13.9, Synergy_ZIP=-1.52, Synergy_Bliss=-1.59, Synergy_Loewe=-23.7, Synergy_HSA=-1.31. (2) Drug 1: CC(CN1CC(=O)NC(=O)C1)N2CC(=O)NC(=O)C2. Drug 2: CC12CCC3C(C1CCC2O)C(CC4=C3C=CC(=C4)O)CCCCCCCCCS(=O)CCCC(C(F)(F)F)(F)F. Cell line: CCRF-CEM. Synergy scores: CSS=63.7, Synergy_ZIP=-2.43, Synergy_Bliss=1.23, Synergy_Loewe=2.73, Synergy_HSA=3.04. (3) Drug 1: C1CN1P(=S)(N2CC2)N3CC3. Drug 2: CC12CCC3C(C1CCC2OP(=O)(O)O)CCC4=C3C=CC(=C4)OC(=O)N(CCCl)CCCl.[Na+]. Cell line: COLO 205. Synergy scores: CSS=23.7, Synergy_ZIP=-5.49, Synergy_Bliss=-1.02, Synergy_Loewe=-10.6, Synergy_HSA=-5.35. (4) Drug 1: CC12CCC3C(C1CCC2O)C(CC4=C3C=CC(=C4)O)CCCCCCCCCS(=O)CCCC(C(F)(F)F)(F)F. Drug 2: C1CCC(C(C1)N)N.C(=O)(C(=O)[O-])[O-].[Pt+4]. Cell line: MALME-3M. Synergy scores: CSS=6.15, Synergy_ZIP=-5.49, Synergy_Bliss=-0.929, Synergy_Loewe=-10.4, Synergy_HSA=-4.36. (5) Drug 1: COC1=CC(=CC(=C1O)OC)C2C3C(COC3=O)C(C4=CC5=C(C=C24)OCO5)OC6C(C(C7C(O6)COC(O7)C8=CC=CS8)O)O. Drug 2: C1=NC2=C(N=C(N=C2N1C3C(C(C(O3)CO)O)O)F)N. Cell line: MALME-3M. Synergy scores: CSS=26.7, Synergy_ZIP=-7.78, Synergy_Bliss=-3.36, Synergy_Loewe=-21.4, Synergy_HSA=-2.34.